From a dataset of Reaction yield outcomes from USPTO patents with 853,638 reactions. Predict the reaction yield, written as a fraction of the theoretical maximum amount of product (1.0 means a 100% yield; for example, 0.34 means a 34% yield). (1) The reactants are [Cl:1][C:2]1[C:7]([Cl:8])=[C:6]([N+:9]([O-:11])=[O:10])[CH:5]=[CH:4][C:3]=1[S:12][CH2:13][C:14]1[CH:19]=[CH:18][N:17]=[C:16]([NH2:20])[CH:15]=1.CCN(C(C)C)C(C)C.[CH3:30][O:31][CH2:32][C:33](Cl)=[O:34].N. The catalyst is C(Cl)Cl.C1COCC1. The product is [Cl:1][C:2]1[C:7]([Cl:8])=[C:6]([N+:9]([O-:11])=[O:10])[CH:5]=[CH:4][C:3]=1[S:12][CH2:13][C:14]1[CH:19]=[CH:18][N:17]=[C:16]([NH:20][C:33](=[O:34])[CH2:32][O:31][CH3:30])[CH:15]=1. The yield is 0.890. (2) The reactants are [Cl:1][C:2]1[CH:7]=[CH:6][N:5]=[C:4]([C:8](O)=[O:9])[CH:3]=1.[NH2:11][C:12]1[N:17]=[C:16]([C:18]([O:20][CH3:21])=[O:19])[CH:15]=[CH:14][CH:13]=1.F[P-](F)(F)(F)(F)F.N1(OC(N(C)C)=[N+](C)C)C2N=CC=CC=2N=N1.CN1CCOCC1. The catalyst is CN(C)C=O. The product is [CH3:21][O:20][C:18]([C:16]1[CH:15]=[CH:14][CH:13]=[C:12]([NH:11][C:8]([C:4]2[CH:3]=[C:2]([Cl:1])[CH:7]=[CH:6][N:5]=2)=[O:9])[N:17]=1)=[O:19]. The yield is 0.930. (3) The reactants are [C:1]1([C:7]2[C:12]([C:13]#[N:14])=[CH:11]C=CN=2)[CH:6]=[CH:5][CH:4]=[CH:3][CH:2]=1.C([N:17](CC)CC)C.[CH2:22](O)[CH3:23]. The catalyst is [Pd]. The product is [C:1]1([C:7]2[CH:23]=[CH:22][N:14]=[CH:13][C:12]=2[C:11]#[N:17])[CH:2]=[CH:3][CH:4]=[CH:5][CH:6]=1. The yield is 0.720. (4) The reactants are [N+:1]([C:4]1[CH:11]=[CH:10][C:7]([CH2:8]Br)=[CH:6][CH:5]=1)([O-:3])=[O:2].[CH3:12][S:13]([O-:15])=[O:14].[Na+]. The catalyst is CN(C)C=O.O. The product is [CH3:12][S:13]([CH2:8][C:7]1[CH:10]=[CH:11][C:4]([N+:1]([O-:3])=[O:2])=[CH:5][CH:6]=1)(=[O:15])=[O:14]. The yield is 0.930.